This data is from TCR-epitope binding with 47,182 pairs between 192 epitopes and 23,139 TCRs. The task is: Binary Classification. Given a T-cell receptor sequence (or CDR3 region) and an epitope sequence, predict whether binding occurs between them. (1) The epitope is KLPDDFTGCV. The TCR CDR3 sequence is CASSLGLISYNEQFF. Result: 0 (the TCR does not bind to the epitope). (2) The epitope is QIKVRVKMV. The TCR CDR3 sequence is CASRNGRGDTEAFF. Result: 0 (the TCR does not bind to the epitope). (3) The epitope is VLAWLYAAV. The TCR CDR3 sequence is CASSLGGANTEAFF. Result: 0 (the TCR does not bind to the epitope). (4) The epitope is KLMNIQQKL. The TCR CDR3 sequence is CASTTQWGYAFF. Result: 0 (the TCR does not bind to the epitope). (5) The epitope is HPKVSSEVHI. The TCR CDR3 sequence is CATGTGDSNQPQHF. Result: 0 (the TCR does not bind to the epitope). (6) The epitope is ATDALMTGY. The TCR CDR3 sequence is CASSFSGQLDTIYF. Result: 1 (the TCR binds to the epitope). (7) The epitope is TFYLTNDVSFL. The TCR CDR3 sequence is CASSYGGPNNEQFF. Result: 1 (the TCR binds to the epitope).